From a dataset of Reaction yield outcomes from USPTO patents with 853,638 reactions. Predict the reaction yield, written as a fraction of the theoretical maximum amount of product (1.0 means a 100% yield; for example, 0.34 means a 34% yield). (1) The reactants are Cl[C:2]1[N:7]=[C:6]([NH:8][C:9]2[CH:18]=[CH:17][CH:16]=[CH:15][C:10]=2[O:11][CH2:12][C:13]#[N:14])[C:5]([Cl:19])=[CH:4][N:3]=1.[NH2:20][C:21]1[C:22]([O:34][CH3:35])=[CH:23][C:24]2[N:30]([CH3:31])[C:29](=[O:32])[O:28][CH2:27][CH2:26][C:25]=2[CH:33]=1. No catalyst specified. The product is [Cl:19][C:5]1[C:6]([NH:8][C:9]2[CH:18]=[CH:17][CH:16]=[CH:15][C:10]=2[O:11][CH2:12][C:13]#[N:14])=[N:7][C:2]([NH:20][C:21]2[C:22]([O:34][CH3:35])=[CH:23][C:24]3[N:30]([CH3:31])[C:29](=[O:32])[O:28][CH2:27][CH2:26][C:25]=3[CH:33]=2)=[N:3][CH:4]=1. The yield is 0.500. (2) The reactants are [NH2:1]OS(O)(=O)=O.C(=O)(O)[O-].[K+].[CH3:12][O:13][C:14]1[CH:19]=[CH:18][N:17]=[N:16][CH:15]=1.[C:20]([O:24][CH3:25])(=[O:23])[C:21]#[CH:22].[OH-].[K+]. The catalyst is O.C(Cl)Cl. The product is [CH3:12][O:13][C:14]1[CH:15]=[N:16][N:17]2[N:1]=[CH:22][C:21]([C:20]([O:24][CH3:25])=[O:23])=[C:18]2[CH:19]=1. The yield is 0.0300. (3) The catalyst is C(OCC)(=O)C. The product is [NH2:1][C:2]1[C:3]2[N:20]([CH2:21][CH:22]([OH:28])[CH2:23][C:24]([O:26][CH3:27])=[O:25])[C:9]([NH:11][C:12]3[CH:17]=[CH:16][C:15]([Cl:18])=[CH:14][C:13]=3[Cl:19])=[N:8][C:4]=2[CH:5]=[CH:6][CH:7]=1. The yield is 0.600. The reactants are [NH2:1][C:2]1[CH:7]=[CH:6][CH:5]=[C:4]([NH:8][C:9]([NH:11][C:12]2[CH:17]=[CH:16][C:15]([Cl:18])=[CH:14][C:13]=2[Cl:19])=S)[C:3]=1[NH:20][CH2:21][CH:22]([OH:28])[CH2:23][C:24]([O:26][CH3:27])=[O:25].Cl.C(N=C=NCCCN(C)C)C.O1CCCC1. (4) The catalyst is C1COCC1.CCOC(C)=O. The reactants are [CH3:1][C:2]1[N:7]=[C:6]([C:8]2[CH:13]=[CH:12][CH:11]=[C:10]([C:14]3[CH:15]=[C:16]([S:20](Cl)(=[O:22])=[O:21])[CH:17]=[CH:18][CH:19]=3)[N:9]=2)[CH:5]=[C:4]([C:24]2[CH:29]=[CH:28][C:27]([C:30]([F:33])([F:32])[F:31])=[CH:26][CH:25]=2)[CH:3]=1.[NH:34]1[CH2:38][CH2:37][CH2:36][CH2:35]1. The product is [CH3:1][C:2]1[N:7]=[C:6]([C:8]2[CH:13]=[CH:12][CH:11]=[C:10]([C:14]3[CH:19]=[CH:18][CH:17]=[C:16]([S:20]([N:34]4[CH2:38][CH2:37][CH2:36][CH2:35]4)(=[O:22])=[O:21])[CH:15]=3)[N:9]=2)[CH:5]=[C:4]([C:24]2[CH:29]=[CH:28][C:27]([C:30]([F:33])([F:32])[F:31])=[CH:26][CH:25]=2)[CH:3]=1. The yield is 0.710. (5) The reactants are [C:1]([CH2:3][CH2:4][CH2:5][C:6]1[N:10]([C:11]2[CH:16]=[CH:15][C:14]([C:17]([NH:19][CH2:20][CH3:21])=[O:18])=[CH:13][CH:12]=2)[N:9]=[N:8][C:7]=1[C:22]([NH:24][CH:25]1[CH2:27][CH2:26]1)=[O:23])#[N:2].C[Si]([N:32]=[N+:33]=[N-:34])(C)C. The catalyst is C1(C)C=CC=CC=1. The product is [CH:25]1([NH:24][C:22]([C:7]2[N:8]=[N:9][N:10]([C:11]3[CH:12]=[CH:13][C:14]([C:17]([NH:19][CH2:20][CH3:21])=[O:18])=[CH:15][CH:16]=3)[C:6]=2[CH2:5][CH2:4][CH2:3][C:1]2[NH:34][N:33]=[N:32][N:2]=2)=[O:23])[CH2:26][CH2:27]1. The yield is 0.270. (6) The reactants are [CH2:1]([O:3][C:4]([C:6]1[C:10]([N+:11]([O-])=O)=[CH:9][NH:8][N:7]=1)=[O:5])[CH3:2]. The catalyst is CCO.[Pd]. The product is [CH2:1]([O:3][C:4]([C:6]1[C:10]([NH2:11])=[CH:9][NH:8][N:7]=1)=[O:5])[CH3:2]. The yield is 0.980.